This data is from Full USPTO retrosynthesis dataset with 1.9M reactions from patents (1976-2016). The task is: Predict the reactants needed to synthesize the given product. (1) Given the product [C:75]([C:72]1[CH:71]=[CH:70][C:69]([CH2:68][C@@H:38]([NH:37][C:25]([C:21]2[C:17]3[N:18]=[CH:19][N:20]=[C:15]([C:7]4[C:8]5[O:12][CH2:11][O:10][C:9]=5[CH:13]=[CH:14][C:6]=4[O:5][CH2:4][CH:34]4[CH2:36][CH2:35]4)[C:16]=3[NH:23][C:22]=2[CH3:24])=[O:27])[C:39]([N:41]2[CH2:42][CH2:43][CH:44]([N:47]3[N:56]=[C:55]([C:57]4[CH:62]=[CH:61][C:60]([O:63][CH3:64])=[C:59]([O:65][CH3:66])[CH:58]=4)[C@@H:54]4[C@@H:49]([CH2:50][CH2:51][CH2:52][CH2:53]4)[C:48]3=[O:67])[CH2:45][CH2:46]2)=[O:40])=[CH:74][CH:73]=1)([CH3:78])([CH3:77])[CH3:76], predict the reactants needed to synthesize it. The reactants are: C1([CH2:4][O:5][C:6]2[CH:14]=[CH:13][C:9]3[O:10][CH2:11][O:12][C:8]=3[C:7]=2[C:15]2[C:16]3[NH:23][C:22]([CH3:24])=[C:21]([C:25]([OH:27])=O)[C:17]=3[N:18]=[CH:19][N:20]=2)CC1.CCN([CH:34]([CH3:36])[CH3:35])C(C)C.[NH2:37][C@H:38]([CH2:68][C:69]1[CH:74]=[CH:73][C:72]([C:75]([CH3:78])([CH3:77])[CH3:76])=[CH:71][CH:70]=1)[C:39]([N:41]1[CH2:46][CH2:45][CH:44]([N:47]2[N:56]=[C:55]([C:57]3[CH:62]=[CH:61][C:60]([O:63][CH3:64])=[C:59]([O:65][CH3:66])[CH:58]=3)[C@@H:54]3[C@@H:49]([CH2:50][CH2:51][CH2:52][CH2:53]3)[C:48]2=[O:67])[CH2:43][CH2:42]1)=[O:40].CCOC(C(C#N)=NOC(N1CCOCC1)=[N+](C)C)=O.F[P-](F)(F)(F)(F)F.C(=O)(O)[O-].[Na+]. (2) Given the product [CH:31]1([CH2:30][O:29][C:22]2[CH:23]=[C:24]([F:28])[C:25]([CH3:27])=[CH:26][C:21]=2[C:20]2[C:15]3[NH:14][C:13]([CH3:34])=[C:12]([C:10]([NH:9][C@H:6]4[CH2:7][CH2:8][C@H:3]([NH:2][C:35](=[O:38])[CH2:36][CH3:37])[CH2:4][CH2:5]4)=[O:11])[C:16]=3[N:17]=[CH:18][N:19]=2)[CH2:32][CH2:33]1, predict the reactants needed to synthesize it. The reactants are: Cl.[NH2:2][C@H:3]1[CH2:8][CH2:7][C@H:6]([NH:9][C:10]([C:12]2[C:16]3[N:17]=[CH:18][N:19]=[C:20]([C:21]4[CH:26]=[C:25]([CH3:27])[C:24]([F:28])=[CH:23][C:22]=4[O:29][CH2:30][CH:31]4[CH2:33][CH2:32]4)[C:15]=3[NH:14][C:13]=2[CH3:34])=[O:11])[CH2:5][CH2:4]1.[C:35](Cl)(=[O:38])[CH2:36][CH3:37]. (3) The reactants are: [CH3:1][O:2][CH2:3][C@H:4]([CH3:40])[O:5][C:6]1[CH:7]=[C:8]([C:23]2[N:24](C(OC(C)(C)C)=O)[C:25]([C:28]3[S:29][CH:30]=[CH:31][N:32]=3)=[CH:26][CH:27]=2)[CH:9]=[C:10]([O:12][C:13]2[CH:18]=[CH:17][C:16]([S:19]([CH3:22])(=[O:21])=[O:20])=[CH:15][CH:14]=2)[CH:11]=1.FC(F)(F)C(O)=O. Given the product [CH3:1][O:2][CH2:3][C@H:4]([CH3:40])[O:5][C:6]1[CH:7]=[C:8]([C:23]2[NH:24][C:25]([C:28]3[S:29][CH:30]=[CH:31][N:32]=3)=[CH:26][CH:27]=2)[CH:9]=[C:10]([O:12][C:13]2[CH:18]=[CH:17][C:16]([S:19]([CH3:22])(=[O:20])=[O:21])=[CH:15][CH:14]=2)[CH:11]=1, predict the reactants needed to synthesize it. (4) Given the product [CH3:20][O:19][C:7]1[CH:8]=[C:9]2[C:4](=[CH:5][C:6]=1[O:21][CH3:22])[N:3]=[C:2]([NH:37][C:35]1[CH:36]=[C:31]([C:30]([F:29])([F:39])[F:40])[CH:32]=[C:33]([NH2:38])[CH:34]=1)[N:11]=[C:10]2[N:12]1[CH2:16][CH2:15][C@H:14]([NH:17][CH3:18])[CH2:13]1, predict the reactants needed to synthesize it. The reactants are: Cl[C:2]1[N:11]=[C:10]([N:12]2[CH2:16][CH2:15][C@H:14]([NH:17][CH3:18])[CH2:13]2)[C:9]2[C:4](=[CH:5][C:6]([O:21][CH3:22])=[C:7]([O:19][CH3:20])[CH:8]=2)[N:3]=1.C(=O)([O-])[O-].[Cs+].[Cs+].[F:29][C:30]([F:40])([F:39])[C:31]1[CH:32]=[C:33]([NH2:38])[CH:34]=[C:35]([NH2:37])[CH:36]=1.